Task: Regression. Given two drug SMILES strings and cell line genomic features, predict the synergy score measuring deviation from expected non-interaction effect.. Dataset: NCI-60 drug combinations with 297,098 pairs across 59 cell lines (1) Drug 1: C1=CN(C=N1)CC(O)(P(=O)(O)O)P(=O)(O)O. Drug 2: CS(=O)(=O)OCCCCOS(=O)(=O)C. Cell line: MCF7. Synergy scores: CSS=9.68, Synergy_ZIP=-3.06, Synergy_Bliss=-0.754, Synergy_Loewe=1.59, Synergy_HSA=-0.0808. (2) Drug 1: CS(=O)(=O)CCNCC1=CC=C(O1)C2=CC3=C(C=C2)N=CN=C3NC4=CC(=C(C=C4)OCC5=CC(=CC=C5)F)Cl. Drug 2: CC1CCC2CC(C(=CC=CC=CC(CC(C(=O)C(C(C(=CC(C(=O)CC(OC(=O)C3CCCCN3C(=O)C(=O)C1(O2)O)C(C)CC4CCC(C(C4)OC)OP(=O)(C)C)C)C)O)OC)C)C)C)OC. Cell line: OVCAR3. Synergy scores: CSS=27.4, Synergy_ZIP=-1.62, Synergy_Bliss=2.89, Synergy_Loewe=7.55, Synergy_HSA=8.47. (3) Drug 1: CCC1(CC2CC(C3=C(CCN(C2)C1)C4=CC=CC=C4N3)(C5=C(C=C6C(=C5)C78CCN9C7C(C=CC9)(C(C(C8N6C)(C(=O)OC)O)OC(=O)C)CC)OC)C(=O)OC)O.OS(=O)(=O)O. Drug 2: C1=CC=C(C(=C1)C(C2=CC=C(C=C2)Cl)C(Cl)Cl)Cl. Cell line: MDA-MB-231. Synergy scores: CSS=5.78, Synergy_ZIP=-3.41, Synergy_Bliss=-5.26, Synergy_Loewe=-16.3, Synergy_HSA=-4.73.